Dataset: Full USPTO retrosynthesis dataset with 1.9M reactions from patents (1976-2016). Task: Predict the reactants needed to synthesize the given product. (1) Given the product [C:1]([O:5][C:6]([N:8]1[CH2:13][C@@H:12]([OH:11])[C@H:10]([OH:14])[CH2:9]1)=[O:7])([CH3:4])([CH3:3])[CH3:2], predict the reactants needed to synthesize it. The reactants are: [C:1]([O:5][C:6]([N:8]1[CH2:13][C@H:12]2[C@H:10]([O:11]2)[CH2:9]1)=[O:7])([CH3:4])([CH3:3])[CH3:2].[OH-:14].[Na+]. (2) Given the product [CH3:1][C:2]1[CH:7]=[C:6]([N:8]2[C:16]3[C:11](=[CH:12][C:13]4[C:21](=[CH:44][C:39]5[CH:40]=[CH:41][CH:42]=[CH:43][N:38]=5)[CH2:20][CH2:19][CH2:18][CH2:17][C:14]=4[CH:15]=3)[CH:10]=[N:9]2)[CH:5]=[CH:4][N:3]=1, predict the reactants needed to synthesize it. The reactants are: [CH3:1][C:2]1[CH:7]=[C:6]([N:8]2[C:16]3[C:11](=[CH:12][C:13]4[CH2:21][C:20](=O)[CH2:19][CH2:18][CH2:17][C:14]=4[CH:15]=3)[CH:10]=[N:9]2)[CH:5]=[CH:4][N:3]=1.C1COCC1.C[Si]([N-][Si](C)(C)C)(C)C.[Li+].[N:38]1[CH:43]=[CH:42][CH:41]=[CH:40][C:39]=1[CH:44]=O. (3) Given the product [Cl:1][C:2]1[C:3](=[O:27])[N:4]([CH:24]2[CH2:25][CH2:26]2)[CH:5]=[C:6]([C:9]([N:11]2[CH2:16][CH2:15][CH:14]([C:17]3[CH:22]=[CH:21][C:20]([F:23])=[CH:19][CH:18]=3)[CH2:13][CH2:12]2)=[O:10])[C:7]=1[NH:33][C:32]1[CH:34]=[CH:35][C:29]([F:28])=[CH:30][C:31]=1[CH3:36], predict the reactants needed to synthesize it. The reactants are: [Cl:1][C:2]1[C:3](=[O:27])[N:4]([CH:24]2[CH2:26][CH2:25]2)[CH:5]=[C:6]([C:9]([N:11]2[CH2:16][CH2:15][CH:14]([C:17]3[CH:22]=[CH:21][C:20]([F:23])=[CH:19][CH:18]=3)[CH2:13][CH2:12]2)=[O:10])[C:7]=1Cl.[F:28][C:29]1[CH:35]=[CH:34][C:32]([NH2:33])=[C:31]([CH3:36])[CH:30]=1. (4) The reactants are: ClC(Cl)(Cl)[C:3]([C:5]1[N:14]2[C:8]([CH2:9][N:10]([C:19]([C:21]3[CH:26]=[CH:25][C:24]([C:27]4[CH:32]=[CH:31][CH:30]=[CH:29][C:28]=4[CH3:33])=[C:23]([CH3:34])[CH:22]=3)=[O:20])[C:11]3[CH:18]=[CH:17][CH:16]=[CH:15][C:12]=3[CH2:13]2)=[CH:7][CH:6]=1)=[O:4].[NH2:37][CH2:38][CH2:39][C:40]1[CH:45]=[CH:44][C:43]([OH:46])=[CH:42][CH:41]=1. Given the product [CH3:34][C:23]1[CH:22]=[C:21]([C:19]([N:10]2[C:11]3[CH:18]=[CH:17][CH:16]=[CH:15][C:12]=3[CH2:13][N:14]3[C:5]([C:3]([NH:37][CH2:38][CH2:39][C:40]4[CH:45]=[CH:44][C:43]([OH:46])=[CH:42][CH:41]=4)=[O:4])=[CH:6][CH:7]=[C:8]3[CH2:9]2)=[O:20])[CH:26]=[CH:25][C:24]=1[C:27]1[CH:32]=[CH:31][CH:30]=[CH:29][C:28]=1[CH3:33], predict the reactants needed to synthesize it. (5) Given the product [OH:20][CH:5]1[C:6]2[C:11](=[CH:10][C:9]([C:15](=[O:16])[CH3:14])=[CH:8][CH:7]=2)[C:2]([CH3:12])([CH3:1])[CH2:3][CH2:4]1, predict the reactants needed to synthesize it. The reactants are: [CH3:1][C:2]1([CH3:12])[C:11]2[C:6](=[CH:7][CH:8]=[CH:9][CH:10]=2)[CH2:5][CH2:4][CH2:3]1.C1C[O:16][CH2:15][CH2:14]1.C(OCC)(=[O:20])C. (6) Given the product [P:9]([O:19][C:20]1[CH:25]=[CH:24][C:23]([CH:26]([CH3:28])[CH3:27])=[C:22]([O:29][P:30]([OH:32])([OH:40])=[O:31])[CH:21]=1)([OH:11])([OH:10])=[O:8], predict the reactants needed to synthesize it. The reactants are: C([O:8][P:9]([O:19][C:20]1[CH:25]=[CH:24][C:23]([CH:26]([CH3:28])[CH3:27])=[C:22]([O:29][P:30]([O:40]CC2C=CC=CC=2)([O:32]CC2C=CC=CC=2)=[O:31])[CH:21]=1)([O:11]CC1C=CC=CC=1)=[O:10])C1C=CC=CC=1. (7) Given the product [CH3:51][O:50][C:48]([C:45]1([C:42]2[CH:43]=[CH:44][C:39]([C:24]3[CH:25]=[CH:26][C:21]([N:15]4[C:14]([NH:13][C:12]([O:11][C@@H:9]([C:5]5[CH:6]=[CH:7][CH:8]=[C:3]([C:2]([F:30])([F:29])[F:1])[CH:4]=5)[CH3:10])=[O:28])=[C:18]([CH2:19][CH3:20])[N:17]=[N:16]4)=[CH:22][CH:23]=3)=[CH:40][CH:41]=2)[CH2:47][CH2:46]1)=[O:49], predict the reactants needed to synthesize it. The reactants are: [F:1][C:2]([F:30])([F:29])[C:3]1[CH:4]=[C:5]([C@H:9]([O:11][C:12](=[O:28])[NH:13][C:14]2[N:15]([C:21]3[CH:26]=[CH:25][C:24](Br)=[CH:23][CH:22]=3)[N:16]=[N:17][C:18]=2[CH2:19][CH3:20])[CH3:10])[CH:6]=[CH:7][CH:8]=1.CC1(C)C(C)(C)OB([C:39]2[CH:44]=[CH:43][C:42]([C:45]3([C:48]([O:50][CH3:51])=[O:49])[CH2:47][CH2:46]3)=[CH:41][CH:40]=2)O1.C1(P(C2CCCCC2)C2C=CC=CC=2C2C(OC)=CC=CC=2OC)CCCCC1.[O-]P([O-])([O-])=O.[K+].[K+].[K+]. (8) Given the product [Cl:5][C:6]1[CH:7]=[C:8]([CH2:13][C@@H:14]([OH:18])[C:15]([O:17][CH3:19])=[O:16])[CH:9]=[CH:10][C:11]=1[CH3:12], predict the reactants needed to synthesize it. The reactants are: O=S(Cl)Cl.[Cl:5][C:6]1[CH:7]=[C:8]([CH2:13][C@@H:14]([OH:18])[C:15]([OH:17])=[O:16])[CH:9]=[CH:10][C:11]=1[CH3:12].[CH3:19]O. (9) Given the product [Cl:21][C:19]1[CH:18]=[C:4]([CH:3]=[C:2]([C:26]2[CH:25]=[N:24][N:23]([CH3:22])[CH:27]=2)[CH:20]=1)[CH2:5][O:6][C:7]1[CH:12]=[CH:11][CH:10]=[CH:9][C:8]=1[CH2:13][C:14]([O:16][CH3:17])=[O:15], predict the reactants needed to synthesize it. The reactants are: Br[C:2]1[CH:3]=[C:4]([CH:18]=[C:19]([Cl:21])[CH:20]=1)[CH2:5][O:6][C:7]1[CH:12]=[CH:11][CH:10]=[CH:9][C:8]=1[CH2:13][C:14]([O:16][CH3:17])=[O:15].[CH3:22][N:23]1[CH:27]=[C:26](B2OC(C)(C)C(C)(C)O2)[CH:25]=[N:24]1.C(Cl)Cl.C([O-])([O-])=O.[Na+].[Na+]. (10) Given the product [Cl:1][CH2:2][C:3]1[CH:8]=[CH:7][C:6]([C@H:9]([C:28]2[CH:29]=[CH:30][C:31]([Cl:34])=[CH:32][CH:33]=2)[N:10]2[CH2:13][C:12](=[C:15]([C:20]3[CH:21]=[C:22]([F:27])[CH:23]=[C:24]([F:26])[CH:25]=3)[S:16]([CH3:19])(=[O:18])=[O:17])[CH2:11]2)=[CH:5][CH:4]=1, predict the reactants needed to synthesize it. The reactants are: [Cl:1][CH2:2][C:3]1[CH:8]=[CH:7][C:6]([C@H:9]([C:28]2[CH:33]=[CH:32][C:31]([Cl:34])=[CH:30][CH:29]=2)[N:10]2[CH2:13][C:12]([C@H:15]([C:20]3[CH:25]=[C:24]([F:26])[CH:23]=[C:22]([F:27])[CH:21]=3)[S:16]([CH3:19])(=[O:18])=[O:17])(O)[CH2:11]2)=[CH:5][CH:4]=1.CS(Cl)(=O)=O.